Dataset: Reaction yield outcomes from USPTO patents with 853,638 reactions. Task: Predict the reaction yield, written as a fraction of the theoretical maximum amount of product (1.0 means a 100% yield; for example, 0.34 means a 34% yield). (1) The reactants are Br[C:2]1[CH:3]=[C:4]([OH:14])[CH:5]=[C:6]([O:8][C@@H:9]([CH3:13])[CH2:10][O:11][CH3:12])[CH:7]=1.[B:15]1([B:15]2[O:19][C:18]([CH3:21])([CH3:20])[C:17]([CH3:23])([CH3:22])[O:16]2)[O:19][C:18]([CH3:21])([CH3:20])[C:17]([CH3:23])([CH3:22])[O:16]1.C([O-])(=O)C.[K+].O. The catalyst is CN(C)C=O. The product is [CH3:12][O:11][CH2:10][C@H:9]([CH3:13])[O:8][C:6]1[CH:5]=[C:4]([OH:14])[CH:3]=[C:2]([B:15]2[O:19][C:18]([CH3:21])([CH3:20])[C:17]([CH3:23])([CH3:22])[O:16]2)[CH:7]=1. The yield is 0.890. (2) The reactants are [CH2:1]1[C:4]2([CH2:42][O:41][C:7]3([CH2:12][CH2:11][CH:10]([N:13]4[C:18](=[O:19])[C:17]([CH2:20][C:21]5[CH:26]=[CH:25][C:24]([C:27]6[C:28]([C:33]#[N:34])=[CH:29][CH:30]=[CH:31][CH:32]=6)=[CH:23][CH:22]=5)=[C:16]([CH2:35][CH2:36][CH3:37])[N:15]5[N:38]=[CH:39][N:40]=[C:14]45)[CH2:9][CH2:8]3)[O:6][CH2:5]2)[CH2:3][CH2:2]1.C([BH3-])#N.[Na+].O1CCCC1. The catalyst is C(OCC)(=O)C. The product is [OH:41][CH2:42][C:4]1([CH2:5][O:6][C@H:7]2[CH2:12][CH2:11][C@H:10]([N:13]3[C:18](=[O:19])[C:17]([CH2:20][C:21]4[CH:22]=[CH:23][C:24]([C:27]5[C:28]([C:33]#[N:34])=[CH:29][CH:30]=[CH:31][CH:32]=5)=[CH:25][CH:26]=4)=[C:16]([CH2:35][CH2:36][CH3:37])[N:15]4[N:38]=[CH:39][N:40]=[C:14]34)[CH2:9][CH2:8]2)[CH2:3][CH2:2][CH2:1]1. The yield is 0.470. (3) The reactants are Br[CH2:2][C:3]1[N:13]([CH2:14][C:15]([CH3:18])([CH3:17])[CH3:16])[C:6]2[N:7]=[C:8]([C:11]#[N:12])[N:9]=[CH:10][C:5]=2[CH:4]=1.[N+:19]([C:22]1[N:26]=[CH:25][NH:24][N:23]=1)([O-:21])=[O:20].C(=O)([O-])[O-].[K+].[K+]. The catalyst is CS(C)=O.O. The product is [CH3:16][C:15]([CH3:18])([CH3:17])[CH2:14][N:13]1[C:6]2[N:7]=[C:8]([C:11]#[N:12])[N:9]=[CH:10][C:5]=2[CH:4]=[C:3]1[CH2:2][N:24]1[CH:25]=[N:26][C:22]([N+:19]([O-:21])=[O:20])=[N:23]1. The yield is 0.410.